The task is: Predict the product of the given reaction.. This data is from Forward reaction prediction with 1.9M reactions from USPTO patents (1976-2016). (1) Given the reactants [O:1]1[C:5]2[CH:6]=[CH:7][C:8]([C:10]3[S:11][CH:12]=[C:13]([C:15]([OH:17])=O)[N:14]=3)=[CH:9][C:4]=2[CH2:3][CH2:2]1.[NH2:18][C:19]1[C:24]([OH:25])=[CH:23][CH:22]=[CH:21][N:20]=1.F[P-](F)(F)(F)(F)F.N1(OC(N(C)C)=[N+](C)C)C2C=CC=CC=2N=N1.C(N(CC)C(C)C)(C)C, predict the reaction product. The product is: [O:1]1[C:5]2[CH:6]=[CH:7][C:8]([C:10]3[S:11][CH:12]=[C:13]([C:15]([NH:18][C:19]4[C:24]([OH:25])=[CH:23][CH:22]=[CH:21][N:20]=4)=[O:17])[N:14]=3)=[CH:9][C:4]=2[CH2:3][CH2:2]1. (2) The product is: [CH3:8][C:7]1[C:2]([CH3:1])=[C:3]2[C:4]([C:11](=[O:17])[C:10](=[O:14])[NH:9]2)=[CH:5][CH:6]=1. Given the reactants [CH3:1][C:2]1[C:7]([CH3:8])=[CH:6][CH:5]=[CH:4][C:3]=1[NH:9][C:10](=[O:14])[CH:11]=NO.CS(O)(=O)=[O:17], predict the reaction product. (3) Given the reactants [N:1]1[CH:6]=[CH:5][N:4]=[CH:3][C:2]=1[C:7]1[CH:16]=[CH:15][C:10]([C:11]([O:13]C)=[O:12])=[CH:9][CH:8]=1.[OH-].[Na+].Cl, predict the reaction product. The product is: [N:1]1[CH:6]=[CH:5][N:4]=[CH:3][C:2]=1[C:7]1[CH:8]=[CH:9][C:10]([C:11]([OH:13])=[O:12])=[CH:15][CH:16]=1. (4) Given the reactants [Cl:1][C:2]1[CH:32]=[CH:31][CH:30]=[C:29]([C:33]([F:36])([F:35])[F:34])[C:3]=1[C:4]([N:6]1[C:14]2[C:9](=[CH:10][CH:11]=[C:12]([C:15]([OH:17])=O)[CH:13]=2)[C:8]([C:18]2[CH:23]=[CH:22][C:21]([C:24]([O:26][CH3:27])=[O:25])=[CH:20][C:19]=2[F:28])=[N:7]1)=[O:5].[CH3:37][NH:38][CH3:39].CN(C(ON1N=NC2C=CC=NC1=2)=[N+](C)C)C.F[P-](F)(F)(F)(F)F.CCN(CC)CC, predict the reaction product. The product is: [Cl:1][C:2]1[CH:32]=[CH:31][CH:30]=[C:29]([C:33]([F:34])([F:36])[F:35])[C:3]=1[C:4]([N:6]1[C:14]2[C:9](=[CH:10][CH:11]=[C:12]([C:15](=[O:17])[N:38]([CH3:39])[CH3:37])[CH:13]=2)[C:8]([C:18]2[CH:23]=[CH:22][C:21]([C:24]([O:26][CH3:27])=[O:25])=[CH:20][C:19]=2[F:28])=[N:7]1)=[O:5]. (5) Given the reactants [F:1][C:2]1[CH:3]=[C:4]([C:8]2[C:9]([C:14]([OH:16])=O)=[CH:10][CH:11]=[CH:12][CH:13]=2)[CH:5]=[CH:6][CH:7]=1.[Br:17][C:18]1[CH:19]=[N:20][C:21]([NH:24][C@@H:25]2[CH2:30][CH2:29][CH2:28][NH:27][CH2:26]2)=[N:22][CH:23]=1, predict the reaction product. The product is: [Br:17][C:18]1[CH:19]=[N:20][C:21]([NH:24][C@@H:25]2[CH2:30][CH2:29][CH2:28][N:27]([C:14]([C:9]3[CH:10]=[CH:11][CH:12]=[CH:13][C:8]=3[C:4]3[CH:5]=[CH:6][CH:7]=[C:2]([F:1])[CH:3]=3)=[O:16])[CH2:26]2)=[N:22][CH:23]=1. (6) Given the reactants [C:1]([C:3]1[CH:8]=[CH:7][C:6]([CH:9]2[N:14]3[N:15]=[C:16]([C:18]4[S:19][CH:20]=[CH:21][CH:22]=4)[N:17]=[C:13]3[NH:12][C:11]([CH3:23])=[C:10]2[C:24]#[N:25])=[CH:5][CH:4]=1)#[N:2].ClCCl.[F:29][C:30]([F:41])([F:40])[C:31]1[CH:32]=[C:33](B(O)O)[CH:34]=[CH:35][CH:36]=1.C(N(CC)CC)C, predict the reaction product. The product is: [C:1]([C:3]1[CH:8]=[CH:7][C:6]([CH:9]2[N:14]3[N:15]=[C:16]([C:18]4[S:19][CH:20]=[CH:21][CH:22]=4)[N:17]=[C:13]3[N:12]([C:35]3[CH:34]=[CH:33][CH:32]=[C:31]([C:30]([F:41])([F:40])[F:29])[CH:36]=3)[C:11]([CH3:23])=[C:10]2[C:24]#[N:25])=[CH:5][CH:4]=1)#[N:2]. (7) Given the reactants [C:1]1([CH2:7][O:8][C:9]2[CH:10]=[C:11](N)[CH:12]=[N:13][CH:14]=2)[CH:6]=[CH:5][CH:4]=[CH:3][CH:2]=1.S(=O)(=O)(O)[OH:17].N([O-])=O.[Na+].[OH-].[Na+].[Na+].[Cl-], predict the reaction product. The product is: [C:1]1([CH2:7][O:8][C:9]2[CH:10]=[C:11]([OH:17])[CH:12]=[N:13][CH:14]=2)[CH:6]=[CH:5][CH:4]=[CH:3][CH:2]=1. (8) Given the reactants [Cl:1][C:2]1[CH:7]=[CH:6][CH:5]=[C:4]([CH2:8][CH3:9])[C:3]=1[CH:10]1[C:16](=[O:17])[CH:15]2[CH2:18][CH:12]([CH2:13][CH2:14]2)[C:11]1=[O:19].[C:20](=O)([O-])[O-].[K+].[K+].IC, predict the reaction product. The product is: [Cl:1][C:2]1[CH:7]=[CH:6][CH:5]=[C:4]([CH2:8][CH3:9])[C:3]=1[C:10]1[C:16](=[O:17])[CH:15]2[CH2:18][CH:12]([C:11]=1[O:19][CH3:20])[CH2:13][CH2:14]2.